From a dataset of Forward reaction prediction with 1.9M reactions from USPTO patents (1976-2016). Predict the product of the given reaction. (1) Given the reactants [F:1][C:2]1[CH:7]=[CH:6][C:5]([CH2:8][C:9]([NH2:11])=[O:10])=[CH:4][CH:3]=1.C(Cl)(=O)[C:13](Cl)=[O:14].[NH2:18][C:19]1[CH:37]=[CH:36][C:22]([O:23][C:24]2[N:29]=[CH:28][N:27]=[C:26]([NH:30][C:31](=[O:35])[N:32]([CH3:34])[CH3:33])[CH:25]=2)=[C:21]([F:38])[CH:20]=1.C(OCC)C, predict the reaction product. The product is: [F:38][C:21]1[CH:20]=[C:19]([NH:18][C:13]([NH:11][C:9](=[O:10])[CH2:8][C:5]2[CH:4]=[CH:3][C:2]([F:1])=[CH:7][CH:6]=2)=[O:14])[CH:37]=[CH:36][C:22]=1[O:23][C:24]1[N:29]=[CH:28][N:27]=[C:26]([NH:30][C:31](=[O:35])[N:32]([CH3:34])[CH3:33])[CH:25]=1. (2) Given the reactants [CH2:1]([O:5][C:6]1[CH:11]=[CH:10][C:9]([N+:12]([O-])=O)=[CH:8][CH:7]=1)[CH:2]([CH3:4])[CH3:3], predict the reaction product. The product is: [CH2:1]([O:5][C:6]1[CH:7]=[CH:8][C:9]([NH2:12])=[CH:10][CH:11]=1)[CH:2]([CH3:4])[CH3:3]. (3) Given the reactants Cl[C:2]1[N:7]=[C:6]([C:8]2[CH:13]=[CH:12][CH:11]=[C:10]([Cl:14])[CH:9]=2)[C:5]([CH3:15])=[CH:4][N:3]=1.[CH3:16][N:17]1[CH2:22][CH2:21][N:20]([CH2:23][C:24]2[CH:30]=[CH:29][C:27]([NH2:28])=[CH:26][CH:25]=2)[CH2:19][CH2:18]1, predict the reaction product. The product is: [Cl:14][C:10]1[CH:9]=[C:8]([C:6]2[C:5]([CH3:15])=[CH:4][N:3]=[C:2]([NH:28][C:27]3[CH:26]=[CH:25][C:24]([CH2:23][N:20]4[CH2:19][CH2:18][N:17]([CH3:16])[CH2:22][CH2:21]4)=[CH:30][CH:29]=3)[N:7]=2)[CH:13]=[CH:12][CH:11]=1.